Dataset: Forward reaction prediction with 1.9M reactions from USPTO patents (1976-2016). Task: Predict the product of the given reaction. (1) Given the reactants [CH2:1]([C:5]1=[CH:6][N:7]([C:24]([CH3:27])([CH3:26])[CH3:25])[S:8]/[C:9]/1=[N:10]\[C:11]([C:13]1([CH3:23])[CH2:17][CH2:16][CH:15]([C:18]([OH:20])=O)[C:14]1([CH3:22])[CH3:21])=[O:12])[CH2:2][CH2:3][CH3:4].Cl.[F:29][C:30]1([F:34])[CH2:33][NH:32][CH2:31]1, predict the reaction product. The product is: [CH2:1]([C:5]1=[CH:6][N:7]([C:24]([CH3:25])([CH3:26])[CH3:27])[S:8]/[C:9]/1=[N:10]\[C:11]([C:13]1([CH3:23])[CH2:17][CH2:16][CH:15]([C:18]([N:32]2[CH2:33][C:30]([F:34])([F:29])[CH2:31]2)=[O:20])[C:14]1([CH3:21])[CH3:22])=[O:12])[CH2:2][CH2:3][CH3:4]. (2) The product is: [NH2:73][C@@:74]12[CH2:80][CH2:79][C@:78]1([F:81])[CH2:77][N:76]([C:44]1[C:53]([CH3:54])=[C:52]3[C:47]([C:48](=[O:64])[C:49]([C:59]([OH:61])=[O:60])=[CH:50][N:51]3[C@@H:55]3[CH2:57][C@@H:56]3[F:58])=[CH:46][C:45]=1[F:65])[CH2:75]2. Given the reactants C1(P(C2C=CC=CC=2)C2C3OC4C(=CC=CC=4P(C4C=CC=CC=4)C4C=CC=CC=4)C(C)(C)C=3C=CC=2)C=CC=CC=1.Br[C:44]1[C:53]([CH3:54])=[C:52]2[C:47]([C:48](=[O:64])[C:49]([C:59]([O:61]CC)=[O:60])=[CH:50][N:51]2[C@@H:55]2[CH2:57][C@@H:56]2[F:58])=[CH:46][C:45]=1[F:65].C(OC([NH:73][C@@:74]12[CH2:80][CH2:79][C@:78]1([F:81])[CH2:77][NH:76][CH2:75]2)=O)(C)(C)C.C(=O)([O-])[O-].[Cs+].[Cs+].[OH-].[Na+], predict the reaction product. (3) Given the reactants [CH3:1][C:2]1[N:3]([CH2:15][CH2:16][CH2:17][CH2:18][CH2:19][C:20]([O:22]CC)=[O:21])[C:4]2[CH2:5][C:6]([CH3:14])([CH3:13])[CH2:7][C:8](=[O:12])[C:9]=2[C:10]=1[CH3:11], predict the reaction product. The product is: [CH3:1][C:2]1[N:3]([CH2:15][CH2:16][CH2:17][CH2:18][CH2:19][C:20]([OH:22])=[O:21])[C:4]2[CH2:5][C:6]([CH3:14])([CH3:13])[CH2:7][C:8](=[O:12])[C:9]=2[C:10]=1[CH3:11]. (4) Given the reactants Br[C:2]1[CH:3]=[C:4]([C@@:9]([NH:31][S@@:32]([C:34]([CH3:37])([CH3:36])[CH3:35])=[O:33])([C:17]2[CH:22]=[C:21]([O:23][C:24]([F:29])([F:28])[CH:25]([F:27])[F:26])[CH:20]=[C:19]([F:30])[CH:18]=2)[CH2:10][C:11]2[CH:16]=[CH:15][CH:14]=[CH:13][CH:12]=2)[CH:5]=[CH:6][C:7]=1[F:8].[C:38]([O:42][CH3:43])(=[O:41])[CH:39]=[CH2:40].C(P(C(C)(C)C)C(C)(C)C)(C)(C)C.C(=O)([O-])[O-].[Cs+].[Cs+], predict the reaction product. The product is: [CH3:36][C:34]([CH3:37])([S@:32]([NH:31][C@:9]([C:4]1[CH:3]=[CH:2][C:7]([F:8])=[C:6](/[CH:40]=[CH:39]/[C:38]([O:42][CH3:43])=[O:41])[CH:5]=1)([C:17]1[CH:22]=[C:21]([O:23][C:24]([F:29])([F:28])[CH:25]([F:27])[F:26])[CH:20]=[C:19]([F:30])[CH:18]=1)[CH2:10][C:11]1[CH:12]=[CH:13][CH:14]=[CH:15][CH:16]=1)=[O:33])[CH3:35]. (5) Given the reactants [CH3:1][C:2]1[CH:7]=[C:6]([N+:8]([O-:10])=[O:9])[CH:5]=[C:4]([CH3:11])[C:3]=1[OH:12].N1C=CC=CC=1.[F:19][C:20]([F:33])([F:32])[S:21](O[S:21]([C:20]([F:33])([F:32])[F:19])(=[O:23])=[O:22])(=[O:23])=[O:22], predict the reaction product. The product is: [F:19][C:20]([F:33])([F:32])[S:21]([O:12][C:3]1[C:2]([CH3:1])=[CH:7][C:6]([N+:8]([O-:10])=[O:9])=[CH:5][C:4]=1[CH3:11])(=[O:23])=[O:22]. (6) Given the reactants [F:1][C:2]([F:14])([F:13])[O:3][C:4]1[CH:5]=[C:6](B(O)O)[CH:7]=[CH:8][CH:9]=1.O.[C:16]([OH:20])(=[O:19])[CH:17]=O.[CH3:21][N:22]1[CH2:27][CH2:26][NH:25][CH2:24][CH2:23]1, predict the reaction product. The product is: [CH3:21][N:22]1[CH2:27][CH2:26][N:25]([CH:17]([C:6]2[CH:7]=[CH:8][CH:9]=[C:4]([O:3][C:2]([F:14])([F:13])[F:1])[CH:5]=2)[C:16]([OH:20])=[O:19])[CH2:24][CH2:23]1.